Dataset: Forward reaction prediction with 1.9M reactions from USPTO patents (1976-2016). Task: Predict the product of the given reaction. (1) Given the reactants [H-].[Al+3].[Li+].[H-].[H-].[H-].[CH3:7][C:8]1([CH3:19])[C:17]2[C:12](=[CH:13][CH:14]=[CH:15][CH:16]=2)[NH:11][C:10](=O)[CH2:9]1, predict the reaction product. The product is: [CH3:7][C:8]1([CH3:19])[C:17]2[C:12](=[CH:13][CH:14]=[CH:15][CH:16]=2)[NH:11][CH2:10][CH2:9]1. (2) Given the reactants C1C=C[NH+]=CC=1.[O-][Cr](Cl)(=O)=O.[F:12][CH:13]([F:26])[O:14][C:15]1[CH:20]=[CH:19][C:18]([CH2:21][CH2:22][CH2:23][OH:24])=[CH:17][C:16]=1[F:25], predict the reaction product. The product is: [F:26][CH:13]([F:12])[O:14][C:15]1[CH:20]=[CH:19][C:18]([CH2:21][CH2:22][CH:23]=[O:24])=[CH:17][C:16]=1[F:25]. (3) Given the reactants [NH:1](C(OC(C)(C)C)=O)[C@H:2]([C:15]([NH:17][C@H:18]([C:31](ON1C(=O)CCC1=O)=[O:32])[CH2:19][C:20]1[CH:25]=[CH:24][C:23]([O:26]C(C)(C)C)=[CH:22][CH:21]=1)=[O:16])[CH2:3][C:4]1[CH:9]=[CH:8][C:7]([O:10]C(C)(C)C)=[CH:6][CH:5]=1.[NH2:48][C@H:49]([C:54]([OH:56])=[O:55])[C@H:50]([CH2:52][CH3:53])[CH3:51].[CH3:57][N:58]1[C@@H:75]2[CH2:76][C:63]3[CH:64]=[CH:65][C:66]([O:77][CH3:78])=[C:67]4[O:68][C@H:69]5[C:70]([CH2:72][CH2:73][C@@H:74]2[C@:61]5([C:62]=34)[CH2:60][CH2:59]1)=[O:71], predict the reaction product. The product is: [NH2:1][C@H:2]([C:15]([NH:17][C@H:18]([C:31]([NH:48][C@H:49]([C:54]([OH:56])=[O:55])[C@H:50]([CH2:52][CH3:53])[CH3:51])=[O:32])[CH2:19][C:20]1[CH:21]=[CH:22][C:23]([OH:26])=[CH:24][CH:25]=1)=[O:16])[CH2:3][C:4]1[CH:9]=[CH:8][C:7]([OH:10])=[CH:6][CH:5]=1.[CH3:57][N:58]1[C@@H:75]2[CH2:76][C:63]3[CH:64]=[CH:65][C:66]([O:77][CH3:78])=[C:67]4[O:68][C@H:69]5[C:70]([CH2:72][CH2:73][C@@H:74]2[C@:61]5([C:62]=34)[CH2:60][CH2:59]1)=[O:71]. (4) Given the reactants [Cl:1][C:2]1[N:11]=[C:10](Cl)[C:9]2[C:4](=[CH:5][CH:6]=[CH:7][CH:8]=2)[N:3]=1.C([N:16](CC)C(C)C)(C)C.N[C:23]1[CH:28]=[CH:27][CH:26]=[CH:25][CH:24]=1, predict the reaction product. The product is: [Cl:1][C:2]1[N:11]=[C:10]([C:23]2[CH:28]=[CH:27][CH:26]=[CH:25][CH:24]=2)[C:9]2[C:4](=[CH:5][CH:6]=[CH:7][C:8]=2[NH2:16])[N:3]=1.